Dataset: Reaction yield outcomes from USPTO patents with 853,638 reactions. Task: Predict the reaction yield, written as a fraction of the theoretical maximum amount of product (1.0 means a 100% yield; for example, 0.34 means a 34% yield). (1) The reactants are [C:1]([NH:8][CH2:9][C:10]([OH:12])=O)([O:3][C:4]([CH3:7])([CH3:6])[CH3:5])=[O:2].CCN(C(C)C)C(C)C.C1C=CC2N(O)N=NC=2C=1.CCN=C=NCCCN(C)C.FC(F)(F)C(O)=O.[C:50]1([C:56]2[CH:61]=[C:60]([CH:62]3[CH2:67][CH2:66][NH:65][CH2:64][CH2:63]3)[CH:59]=[CH:58][C:57]=2[NH:68][C:69]([C:71]2[NH:72][CH:73]=[C:74]([C:76]#[N:77])[N:75]=2)=[O:70])[CH2:55][CH2:54][CH2:53][CH2:52][CH:51]=1. The catalyst is C(Cl)Cl. The product is [C:4]([O:3][C:1](=[O:2])[NH:8][CH2:9][C:10]([N:65]1[CH2:66][CH2:67][CH:62]([C:60]2[CH:59]=[CH:58][C:57]([NH:68][C:69]([C:71]3[NH:72][CH:73]=[C:74]([C:76]#[N:77])[N:75]=3)=[O:70])=[C:56]([C:50]3[CH2:55][CH2:54][CH2:53][CH2:52][CH:51]=3)[CH:61]=2)[CH2:63][CH2:64]1)=[O:12])([CH3:5])([CH3:6])[CH3:7]. The yield is 0.470. (2) The reactants are Cl[C:2]1[N:7]=[C:6]([NH:8][C@@H:9]2[CH2:14][CH2:13][CH2:12][CH2:11][C@H:10]2[C:15]([NH2:17])=[O:16])[C:5]([Cl:18])=[CH:4][N:3]=1.[NH2:19][C:20]1[CH:32]=[CH:31][C:23]2[N:24]([CH3:30])[C:25](=[O:29])[CH2:26][CH2:27][CH2:28][C:22]=2[CH:21]=1.Cl. The catalyst is CC(O)C.O1CCOCC1. The product is [Cl:18][C:5]1[C:6]([NH:8][C@@H:9]2[CH2:14][CH2:13][CH2:12][CH2:11][C@H:10]2[C:15]([NH2:17])=[O:16])=[N:7][C:2]([NH:19][C:20]2[CH:32]=[CH:31][C:23]3[N:24]([CH3:30])[C:25](=[O:29])[CH2:26][CH2:27][CH2:28][C:22]=3[CH:21]=2)=[N:3][CH:4]=1. The yield is 0.820. (3) The reactants are C[O:2][C:3](=[O:24])[C:4]1[CH:9]=[CH:8][C:7]([O:10][CH2:11][C:12]2[C:13]([C:17]3[CH:22]=[CH:21][C:20]([Cl:23])=[CH:19][CH:18]=3)=[N:14][O:15][CH:16]=2)=[N:6][CH:5]=1.COC(=O)C1C=CC(OCC2C(C3C=CC(F)=CC=3)=NOC=2)=NC=1. No catalyst specified. The product is [Cl:23][C:20]1[CH:19]=[CH:18][C:17]([C:13]2[C:12]([CH2:11][O:10][C:7]3[CH:8]=[CH:9][C:4]([C:3]([OH:24])=[O:2])=[CH:5][N:6]=3)=[CH:16][O:15][N:14]=2)=[CH:22][CH:21]=1. The yield is 1.00. (4) The reactants are [NH:1]1[CH:5]=[CH:4][CH:3]=[CH:2]1.[H-].[Na+].[C:8](=[S:10])=[S:9].[CH2:11](Cl)[C:12]1[CH:17]=[CH:16][CH:15]=[CH:14][CH:13]=1. The catalyst is CS(C)=O.C(OCC)C.O. The product is [N:1]1([C:8]([S:10][CH2:11][C:12]2[CH:17]=[CH:16][CH:15]=[CH:14][CH:13]=2)=[S:9])[CH:5]=[CH:4][CH:3]=[CH:2]1. The yield is 0.500. (5) The reactants are [C:1]1([C:25]2[CH:30]=[CH:29][CH:28]=[CH:27][CH:26]=2)[CH:6]=[CH:5][C:4]([CH2:7][C@@H:8]([NH:17][C:18]([C:20]2[NH:21][N:22]=[N:23][CH:24]=2)=[O:19])[CH2:9][C@:10]([CH2:15][OH:16])([CH3:14])[C:11]([OH:13])=[O:12])=[CH:3][CH:2]=1.[CH3:31][O:32][CH2:33][CH2:34][O:35][CH2:36][CH2:37]O. The catalyst is Cl.O1CCOCC1. The product is [CH3:31][O:32][CH2:33][CH2:34][O:35][CH2:36][CH2:37][O:12][C:11](=[O:13])[C@@:10]([CH2:15][OH:16])([CH3:14])[CH2:9][C@H:8]([NH:17][C:18]([C:20]1[NH:21][N:22]=[N:23][CH:24]=1)=[O:19])[CH2:7][C:4]1[CH:5]=[CH:6][C:1]([C:25]2[CH:30]=[CH:29][CH:28]=[CH:27][CH:26]=2)=[CH:2][CH:3]=1. The yield is 0.950. (6) The reactants are [NH2:1][C:2]1[N:3]=[CH:4][C:5]([C:8]2[C:9]([F:27])=[C:10]([C:20]([CH:23]3[CH2:26][CH2:25][CH2:24]3)=[CH:21][CH:22]=2)[O:11][CH2:12][C:13]([O:15]C(C)(C)C)=[O:14])=[N:6][CH:7]=1. The catalyst is C(O)=O. The product is [NH2:1][C:2]1[N:3]=[CH:4][C:5]([C:8]2[C:9]([F:27])=[C:10]([C:20]([CH:23]3[CH2:24][CH2:25][CH2:26]3)=[CH:21][CH:22]=2)[O:11][CH2:12][C:13]([OH:15])=[O:14])=[N:6][CH:7]=1. The yield is 0.950.